Dataset: Forward reaction prediction with 1.9M reactions from USPTO patents (1976-2016). Task: Predict the product of the given reaction. Given the reactants [Br:1][C:2]1[C:3](=[O:14])[C:4]2[C:9]([C:10](=[O:13])[C:11]=1Br)=[CH:8][CH:7]=[CH:6][CH:5]=2.[NH3:15].[OH-].[NH4+], predict the reaction product. The product is: [NH2:15][C:11]1[C:10](=[O:13])[C:9]2[C:4]([C:3](=[O:14])[C:2]=1[Br:1])=[CH:5][CH:6]=[CH:7][CH:8]=2.